Dataset: Merck oncology drug combination screen with 23,052 pairs across 39 cell lines. Task: Regression. Given two drug SMILES strings and cell line genomic features, predict the synergy score measuring deviation from expected non-interaction effect. (1) Drug 1: CCC1(O)CC2CN(CCc3c([nH]c4ccccc34)C(C(=O)OC)(c3cc4c(cc3OC)N(C)C3C(O)(C(=O)OC)C(OC(C)=O)C5(CC)C=CCN6CCC43C65)C2)C1. Drug 2: O=C(NOCC(O)CO)c1ccc(F)c(F)c1Nc1ccc(I)cc1F. Cell line: ES2. Synergy scores: synergy=33.9. (2) Drug 1: CN(Cc1cnc2nc(N)nc(N)c2n1)c1ccc(C(=O)NC(CCC(=O)O)C(=O)O)cc1. Drug 2: C#Cc1cccc(Nc2ncnc3cc(OCCOC)c(OCCOC)cc23)c1. Cell line: HT144. Synergy scores: synergy=-2.55. (3) Drug 1: Cn1c(=O)n(-c2ccc(C(C)(C)C#N)cc2)c2c3cc(-c4cnc5ccccc5c4)ccc3ncc21. Synergy scores: synergy=19.5. Cell line: MSTO. Drug 2: NC1CCCCC1N.O=C(O)C(=O)O.[Pt+2]. (4) Drug 1: N#Cc1ccc(Cn2cncc2CN2CCN(c3cccc(Cl)c3)C(=O)C2)cc1. Drug 2: Cn1cc(-c2cnn3c(N)c(Br)c(C4CCCNC4)nc23)cn1. Cell line: UWB1289BRCA1. Synergy scores: synergy=-4.69. (5) Drug 1: O=c1[nH]cc(F)c(=O)[nH]1. Drug 2: NC1(c2ccc(-c3nc4ccn5c(=O)[nH]nc5c4cc3-c3ccccc3)cc2)CCC1. Cell line: NCIH520. Synergy scores: synergy=13.0. (6) Cell line: KPL1. Synergy scores: synergy=-8.68. Drug 1: CC(=O)OC1C(=O)C2(C)C(O)CC3OCC3(OC(C)=O)C2C(OC(=O)c2ccccc2)C2(O)CC(OC(=O)C(O)C(NC(=O)c3ccccc3)c3ccccc3)C(C)=C1C2(C)C. Drug 2: COC1=C2CC(C)CC(OC)C(O)C(C)C=C(C)C(OC(N)=O)C(OC)C=CC=C(C)C(=O)NC(=CC1=O)C2=O. (7) Drug 1: COc1cc(C2c3cc4c(cc3C(OC3OC5COC(C)OC5C(O)C3O)C3COC(=O)C23)OCO4)cc(OC)c1O. Drug 2: NC1(c2ccc(-c3nc4ccn5c(=O)[nH]nc5c4cc3-c3ccccc3)cc2)CCC1. Cell line: UACC62. Synergy scores: synergy=43.0. (8) Drug 1: CCC1=CC2CN(C1)Cc1c([nH]c3ccccc13)C(C(=O)OC)(c1cc3c(cc1OC)N(C)C1C(O)(C(=O)OC)C(OC(C)=O)C4(CC)C=CCN5CCC31C54)C2. Drug 2: NC(=O)c1cccc2cn(-c3ccc(C4CCCNC4)cc3)nc12. Cell line: A427. Synergy scores: synergy=-20.3. (9) Drug 1: N#Cc1ccc(Cn2cncc2CN2CCN(c3cccc(Cl)c3)C(=O)C2)cc1. Drug 2: NC(=O)c1cccc2cn(-c3ccc(C4CCCNC4)cc3)nc12. Cell line: EFM192B. Synergy scores: synergy=12.5.